This data is from Forward reaction prediction with 1.9M reactions from USPTO patents (1976-2016). The task is: Predict the product of the given reaction. The product is: [CH2:14]([N:11]1[C:6]2=[N:7][C:8]([CH2:9][CH3:10])=[C:3]([CH2:2][N:1]3[CH2:24][CH2:25][CH2:26][C:27]3=[O:28])[C:4]([NH:16][CH:17]3[CH2:18][CH2:19][O:20][CH2:21][CH2:22]3)=[C:5]2[CH:13]=[N:12]1)[CH3:15]. Given the reactants [NH2:1][CH2:2][C:3]1[C:8]([CH2:9][CH3:10])=[N:7][C:6]2[N:11]([CH2:14][CH3:15])[N:12]=[CH:13][C:5]=2[C:4]=1[NH:16][CH:17]1[CH2:22][CH2:21][O:20][CH2:19][CH2:18]1.Cl[CH2:24][CH2:25][CH2:26][C:27](Cl)=[O:28].CCN(C(C)C)C(C)C, predict the reaction product.